From a dataset of Reaction yield outcomes from USPTO patents with 853,638 reactions. Predict the reaction yield, written as a fraction of the theoretical maximum amount of product (1.0 means a 100% yield; for example, 0.34 means a 34% yield). (1) The reactants are [CH:1]1([C:4]#[CH:5])[CH2:3][CH2:2]1.[N:6]([CH2:9][C:10]([O:12][CH2:13][CH3:14])=[O:11])=[N+:7]=[N-:8]. The catalyst is C(#N)C.[Cu](I)I.C(N(CC)CC)C. The product is [CH:1]1([C:4]2[N:8]=[N:7][N:6]([CH2:9][C:10]([O:12][CH2:13][CH3:14])=[O:11])[CH:5]=2)[CH2:3][CH2:2]1. The yield is 0.950. (2) The reactants are [CH3:1][C:2]1[CH:3]=[C:4]([CH:8]=[CH:9][C:10]=1[C:11]([N:13]1[CH2:17][CH2:16][CH2:15][CH2:14]1)=[O:12])[C:5]([OH:7])=O.CN(C(ON1N=NC2C=CC=CC1=2)=[N+](C)C)C.[B-](F)(F)(F)F.C(N(C(C)C)CC)(C)C.[Cl:49][C:50]1[CH:67]=[CH:66][C:53]2[NH:54][C:55]([CH:57]([NH2:65])[C:58]3[CH:63]=[CH:62][CH:61]=[CH:60][C:59]=3[Cl:64])=[N:56][C:52]=2[CH:51]=1.ClCl. The catalyst is CN(C)C=O.ClCCl.CO. The product is [Cl:49][C:50]1[CH:67]=[CH:66][C:53]2[NH:54][C:55]([CH:57]([C:58]3[CH:63]=[CH:62][CH:61]=[CH:60][C:59]=3[Cl:64])[NH:65][C:5](=[O:7])[C:4]3[CH:8]=[CH:9][C:10]([C:11]([N:13]4[CH2:17][CH2:16][CH2:15][CH2:14]4)=[O:12])=[C:2]([CH3:1])[CH:3]=3)=[N:56][C:52]=2[CH:51]=1. The yield is 0.630. (3) The yield is 0.640. The reactants are [N:1]1[CH:6]=[CH:5][CH:4]=[C:3]([C:7]2[CH:8]=[C:9]3[C:13](=[CH:14][CH:15]=2)[N:12](COCC[Si](C)(C)C)[N:11]=[CH:10]3)[CH:2]=1.C(N)CN. The product is [N:1]1[CH:6]=[CH:5][CH:4]=[C:3]([C:7]2[CH:8]=[C:9]3[C:13](=[CH:14][CH:15]=2)[NH:12][N:11]=[CH:10]3)[CH:2]=1. The catalyst is [F-].C([N+](CCCC)(CCCC)CCCC)CCC.C1COCC1.